Dataset: Reaction yield outcomes from USPTO patents with 853,638 reactions. Task: Predict the reaction yield, written as a fraction of the theoretical maximum amount of product (1.0 means a 100% yield; for example, 0.34 means a 34% yield). (1) The reactants are [N:1]1([C:6]2[CH:11]=[CH:10][C:9]([C:12]3[NH:17][C:16](=[O:18])[C:15]([C:19]([O:21]C)=[O:20])=[CH:14][C:13]=3[CH2:23][CH3:24])=[CH:8][CH:7]=2)[CH2:5][CH:4]=[CH:3][CH2:2]1.[Li+].[OH-].Cl. The catalyst is C1COCC1. The product is [N:1]1([C:6]2[CH:7]=[CH:8][C:9]([C:12]3[NH:17][C:16](=[O:18])[C:15]([C:19]([OH:21])=[O:20])=[CH:14][C:13]=3[CH2:23][CH3:24])=[CH:10][CH:11]=2)[CH2:5][CH:4]=[CH:3][CH2:2]1. The yield is 0.700. (2) The reactants are [C:1]([NH2:9])(=[S:8])[C:2]1[CH:7]=[CH:6][CH:5]=[CH:4][CH:3]=1.[CH2:10]([Br:17])[C:11]1[CH:16]=[CH:15][CH:14]=[CH:13][CH:12]=1. The catalyst is C(Cl)Cl. The product is [BrH:17].[CH2:10]([S:8][C:1](=[NH:9])[C:2]1[CH:7]=[CH:6][CH:5]=[CH:4][CH:3]=1)[C:11]1[CH:16]=[CH:15][CH:14]=[CH:13][CH:12]=1. The yield is 0.850. (3) The reactants are [H-].[H-].[H-].[H-].[Li+].[Al+3].[CH:7]12[CH2:13][CH:10]([CH2:11][CH2:12]1)[CH2:9][CH:8]2[NH:14][C:15]1[C:20]([C:21]#[N:22])=[CH:19][N:18]=[C:17]([S:23][CH3:24])[N:16]=1.S([O-])([O-])(=O)=O.[NH4+].[NH4+]. The catalyst is O1CCCC1. The product is [NH2:22][CH2:21][C:20]1[C:15]([NH:14][CH:8]2[CH2:9][CH:10]3[CH2:13][CH:7]2[CH2:12][CH2:11]3)=[N:16][C:17]([S:23][CH3:24])=[N:18][CH:19]=1. The yield is 0.680. (4) The reactants are [Cl:1][S:2]([CH2:5][CH2:6][CH2:7][NH:8][C:9](=[O:11])[CH3:10])(=[O:4])=[O:3].[OH:12][CH2:13][C:14]([CH3:27])([CH3:26])[C:15]([O:17][CH2:18][CH2:19][N:20]1[CH2:25][CH2:24][O:23][CH2:22][CH2:21]1)=[O:16].C(N(CC)CC)C. The catalyst is ClCCl.CN(C1C=CN=CC=1)C. The product is [ClH:1].[C:9]([NH:8][CH2:7][CH2:6][CH2:5][S:2]([O:12][CH2:13][C:14]([CH3:27])([CH3:26])[C:15]([O:17][CH2:18][CH2:19][N:20]1[CH2:25][CH2:24][O:23][CH2:22][CH2:21]1)=[O:16])(=[O:4])=[O:3])(=[O:11])[CH3:10]. The yield is 0.100. (5) The reactants are Br[CH2:2][C:3]1[CH:10]=[CH:9][C:6]([CH:7]=[O:8])=[CH:5][C:4]=1[Cl:11].[C:12]1(=[O:22])[NH:16][C:15](=[O:17])[C:14]2=[CH:18][CH:19]=[CH:20][CH:21]=[C:13]12.[K]. The catalyst is CN(C=O)C.O. The product is [Cl:11][C:4]1[CH:5]=[C:6]([CH:9]=[CH:10][C:3]=1[CH2:2][N:16]1[C:12](=[O:22])[C:13]2[C:14](=[CH:18][CH:19]=[CH:20][CH:21]=2)[C:15]1=[O:17])[CH:7]=[O:8]. The yield is 0.600. (6) The reactants are N[C:2]1[C:3]([C:16]#[N:17])=[CH:4][C:5]([C:12]([F:15])([F:14])[F:13])=[C:6]([CH:11]=1)[C:7]([O:9][CH3:10])=[O:8].[I:18]CI.N(OCCC(C)C)=O. The catalyst is C1COCC1.[Cu]I. The product is [C:16]([C:3]1[C:2]([I:18])=[CH:11][C:6]([C:7]([O:9][CH3:10])=[O:8])=[C:5]([C:12]([F:15])([F:14])[F:13])[CH:4]=1)#[N:17]. The yield is 0.480.